This data is from Cav3 T-type calcium channel HTS with 100,875 compounds. The task is: Binary Classification. Given a drug SMILES string, predict its activity (active/inactive) in a high-throughput screening assay against a specified biological target. (1) The molecule is o1c(C2c3c(NC(=O)C2)cc2OCOc2c3)ccc1C. The result is 0 (inactive). (2) The drug is N1(CCCCCC1)c1n[nH]c(c1)c1ccccc1. The result is 0 (inactive). (3) The compound is Brc1ccc(c2oc(cc2)C(=O)Nc2cc(NC(=O)c3ccccc3)ccc2)cc1. The result is 1 (active). (4) The drug is S(=O)(=O)(Nc1ccc(c2nc3sccn3c2)cc1)c1cc2OCCOc2cc1. The result is 0 (inactive).